This data is from HIV replication inhibition screening data with 41,000+ compounds from the AIDS Antiviral Screen. The task is: Binary Classification. Given a drug SMILES string, predict its activity (active/inactive) in a high-throughput screening assay against a specified biological target. (1) The drug is O=C(C(=Cc1ccc(F)cc1)c1ccccc1)c1ccccc1. The result is 0 (inactive). (2) The compound is COc1cc(C=Cc2nc3ccccc3nc2C=Cc2cc(OC)c(OC)c(OC)c2)cc(OC)c1OC. The result is 0 (inactive).